Dataset: M1 muscarinic receptor agonist screen with 61,833 compounds. Task: Binary Classification. Given a drug SMILES string, predict its activity (active/inactive) in a high-throughput screening assay against a specified biological target. (1) The molecule is s1c(nnc1N)C(=O)c1c(N)cccc1. The result is 0 (inactive). (2) The compound is O1CCN(Cc2n(CCC(C)C)c3c(n2)n(c(=O)n(c3=O)C)C)CC1. The result is 0 (inactive). (3) The drug is O=C(N1CCc2c1cccc2)Cn1cccc1. The result is 0 (inactive). (4) The compound is O=C(N(Cc1c(c([nH]c1C)C(OCC)=O)C)CCc1cc(OC)c(OC)cc1)CCCC(O)=O. The result is 0 (inactive). (5) The compound is Oc1c(cc(C(c2cc(c(O)c(c2)CN(C)C)CN(C)C)(C)C)cc1CN(C)C)CN(C)C. The result is 0 (inactive). (6) The compound is s1c(CNC2=C(N3CCN(CC3)C(OCC)=O)C(=O)C2=O)ccc1. The result is 0 (inactive).